From a dataset of Catalyst prediction with 721,799 reactions and 888 catalyst types from USPTO. Predict which catalyst facilitates the given reaction. The catalyst class is: 493. Reactant: [CH3:1][O:2][C:3](=[O:12])[CH2:4][C:5]1[CH:10]=[CH:9][CH:8]=[C:7](Br)[CH:6]=1.C1(P(C2CCCCC2)C2C=CC=CC=2C2C(OC)=CC=CC=2OC)CCCCC1.P([O-])([O-])([O-])=O.[K+].[K+].[K+].[CH2:50]([C:52]([OH:84])([CH2:82][CH3:83])[CH:53]=[CH:54][C:55]1[CH:60]=[CH:59][C:58]([C:61]([CH2:79][CH3:80])([C:64]2[CH:69]=[CH:68][C:67](B3OC(C)(C)C(C)(C)O3)=[CH:66][CH:65]=2)[CH2:62][CH3:63])=[CH:57][C:56]=1[CH3:81])[CH3:51].C(=O)(O)[O-].[Na+]. Product: [CH3:1][O:2][C:3](=[O:12])[CH2:4][C:5]1[CH:6]=[C:7]([C:67]2[CH:66]=[CH:65][C:64]([C:61]([CH2:79][CH3:80])([C:58]3[CH:59]=[CH:60][C:55](/[CH:54]=[CH:53]/[C:52]([CH2:82][CH3:83])([OH:84])[CH2:50][CH3:51])=[C:56]([CH3:81])[CH:57]=3)[CH2:62][CH3:63])=[CH:69][CH:68]=2)[CH:8]=[CH:9][CH:10]=1.